Dataset: Reaction yield outcomes from USPTO patents with 853,638 reactions. Task: Predict the reaction yield, written as a fraction of the theoretical maximum amount of product (1.0 means a 100% yield; for example, 0.34 means a 34% yield). The reactants are [N+:1]([C:4]1[CH:5]=[N:6][CH:7]=[CH:8][C:9]=1[C:10]1[CH2:15][CH2:14][CH2:13][CH:12]([N:16]2[C:24](=[O:25])[C:23]3[C:18](=[CH:19][CH:20]=[CH:21][CH:22]=3)[C:17]2=[O:26])[CH:11]=1)([O-])=O. The catalyst is CC(O)=O.[Fe]. The product is [NH2:1][C:4]1[CH:5]=[N:6][CH:7]=[CH:8][C:9]=1[C:10]1[CH2:15][CH2:14][CH2:13][CH:12]([N:16]2[C:17](=[O:26])[C:18]3[C:23](=[CH:22][CH:21]=[CH:20][CH:19]=3)[C:24]2=[O:25])[CH:11]=1. The yield is 0.960.